This data is from Reaction yield outcomes from USPTO patents with 853,638 reactions. The task is: Predict the reaction yield, written as a fraction of the theoretical maximum amount of product (1.0 means a 100% yield; for example, 0.34 means a 34% yield). (1) The reactants are Br[C:2]1[CH:6]=[CH:5][S:4][C:3]=1[C:7]([C:10]1[CH:15]=[CH:14][CH:13]=[C:12]([O:16][CH3:17])[CH:11]=1)=[N:8][OH:9].[OH-].[K+].C(OCCO)C. The catalyst is [Cu](Cl)Cl.CCCCCC. The product is [CH3:17][O:16][C:12]1[CH:11]=[C:10]([C:7]2[C:3]3[S:4][CH:5]=[CH:6][C:2]=3[O:9][N:8]=2)[CH:15]=[CH:14][CH:13]=1. The yield is 0.680. (2) The reactants are [CH:1]1[C:14]2[C:5](=[CH:6][C:7]3[C:12]([C:13]=2[C:15]([OH:17])=O)=[CH:11][CH:10]=[CH:9][CH:8]=3)[CH:4]=[CH:3][CH:2]=1.C(Cl)(Cl)[Cl:19]. The catalyst is S(Cl)(Cl)=O. The product is [CH:1]1[C:14]2[C:5](=[CH:6][C:7]3[C:12]([C:13]=2[C:15]([Cl:19])=[O:17])=[CH:11][CH:10]=[CH:9][CH:8]=3)[CH:4]=[CH:3][CH:2]=1. The yield is 0.590.